From a dataset of NCI-60 drug combinations with 297,098 pairs across 59 cell lines. Regression. Given two drug SMILES strings and cell line genomic features, predict the synergy score measuring deviation from expected non-interaction effect. (1) Cell line: 786-0. Synergy scores: CSS=29.9, Synergy_ZIP=-6.83, Synergy_Bliss=0.568, Synergy_Loewe=-20.5, Synergy_HSA=1.42. Drug 2: C1CNP(=O)(OC1)N(CCCl)CCCl. Drug 1: C1CN(CCN1C(=O)CCBr)C(=O)CCBr. (2) Drug 1: C1CC(=O)NC(=O)C1N2CC3=C(C2=O)C=CC=C3N. Drug 2: CC1C(C(CC(O1)OC2CC(OC(C2O)C)OC3=CC4=CC5=C(C(=O)C(C(C5)C(C(=O)C(C(C)O)O)OC)OC6CC(C(C(O6)C)O)OC7CC(C(C(O7)C)O)OC8CC(C(C(O8)C)O)(C)O)C(=C4C(=C3C)O)O)O)O. Cell line: M14. Synergy scores: CSS=3.80, Synergy_ZIP=0.294, Synergy_Bliss=2.90, Synergy_Loewe=2.34, Synergy_HSA=1.76. (3) Drug 1: C1CN1C2=NC(=NC(=N2)N3CC3)N4CC4. Drug 2: B(C(CC(C)C)NC(=O)C(CC1=CC=CC=C1)NC(=O)C2=NC=CN=C2)(O)O. Cell line: OVCAR-4. Synergy scores: CSS=23.5, Synergy_ZIP=-3.05, Synergy_Bliss=-1.37, Synergy_Loewe=-0.844, Synergy_HSA=-0.525. (4) Drug 1: CS(=O)(=O)CCNCC1=CC=C(O1)C2=CC3=C(C=C2)N=CN=C3NC4=CC(=C(C=C4)OCC5=CC(=CC=C5)F)Cl. Drug 2: C(=O)(N)NO. Cell line: SF-268. Synergy scores: CSS=-0.774, Synergy_ZIP=1.27, Synergy_Bliss=2.55, Synergy_Loewe=0.302, Synergy_HSA=-0.00369. (5) Cell line: PC-3. Drug 1: C1=NC2=C(N1)C(=S)N=CN2. Drug 2: CC1CCC2CC(C(=CC=CC=CC(CC(C(=O)C(C(C(=CC(C(=O)CC(OC(=O)C3CCCCN3C(=O)C(=O)C1(O2)O)C(C)CC4CCC(C(C4)OC)O)C)C)O)OC)C)C)C)OC. Synergy scores: CSS=0.411, Synergy_ZIP=0.362, Synergy_Bliss=4.83, Synergy_Loewe=1.56, Synergy_HSA=2.51. (6) Drug 1: CC12CCC3C(C1CCC2=O)CC(=C)C4=CC(=O)C=CC34C. Drug 2: CC1=C(C=C(C=C1)C(=O)NC2=CC(=CC(=C2)C(F)(F)F)N3C=C(N=C3)C)NC4=NC=CC(=N4)C5=CN=CC=C5. Cell line: BT-549. Synergy scores: CSS=35.4, Synergy_ZIP=3.23, Synergy_Bliss=4.38, Synergy_Loewe=0.246, Synergy_HSA=-0.149.